From a dataset of Full USPTO retrosynthesis dataset with 1.9M reactions from patents (1976-2016). Predict the reactants needed to synthesize the given product. (1) Given the product [F:1][C:2]1[CH:3]=[CH:4][C:5]([CH2:8][C:9]2[CH:18]=[C:17]3[C:12]([C:13]([OH:29])=[C:14]([C:24]([NH:30][CH2:31][CH:32]([OH:34])[CH3:33])=[O:25])[C:15](=[O:23])[N:16]3[CH2:19][CH2:20][CH2:21][OH:22])=[N:11][CH:10]=2)=[CH:6][CH:7]=1, predict the reactants needed to synthesize it. The reactants are: [F:1][C:2]1[CH:7]=[CH:6][C:5]([CH2:8][C:9]2[CH:18]=[C:17]3[C:12]([C:13]([OH:29])=[C:14]([C:24](OCC)=[O:25])[C:15](=[O:23])[N:16]3[CH2:19][CH2:20][CH2:21][OH:22])=[N:11][CH:10]=2)=[CH:4][CH:3]=1.[NH2:30][CH2:31][CH:32]([OH:34])[CH3:33]. (2) Given the product [CH3:1][O:2][C:3]1[CH:4]=[C:5]([O:15][C:16]2[CH:17]=[CH:18][C:19]([S:22]([CH3:25])(=[O:24])=[O:23])=[CH:20][CH:21]=2)[CH:6]=[C:7]2[C:11]=1[NH:10][C:9]([C:12]([NH2:28])=[O:14])=[CH:8]2, predict the reactants needed to synthesize it. The reactants are: [CH3:1][O:2][C:3]1[CH:4]=[C:5]([O:15][C:16]2[CH:21]=[CH:20][C:19]([S:22]([CH3:25])(=[O:24])=[O:23])=[CH:18][CH:17]=2)[CH:6]=[C:7]2[C:11]=1[NH:10][C:9]([C:12]([OH:14])=O)=[CH:8]2.[NH4+].O[N:28]1C2C=CC=CC=2N=N1.Cl.C(N=C=NCCCN(C)C)C.